This data is from Peptide-MHC class I binding affinity with 185,985 pairs from IEDB/IMGT. The task is: Regression. Given a peptide amino acid sequence and an MHC pseudo amino acid sequence, predict their binding affinity value. This is MHC class I binding data. (1) The peptide sequence is DHLGLDDQE. The MHC is HLA-A02:01 with pseudo-sequence HLA-A02:01. The binding affinity (normalized) is 0. (2) The peptide sequence is NSLRAEDTAVY. The MHC is HLA-A24:02 with pseudo-sequence HLA-A24:02. The binding affinity (normalized) is 0.